From a dataset of Full USPTO retrosynthesis dataset with 1.9M reactions from patents (1976-2016). Predict the reactants needed to synthesize the given product. (1) Given the product [O:29]1[CH2:30][CH2:31][CH:26]([NH:25][C:3]([C:5]2[CH:10]=[N:9][C:8]([NH:11][CH2:12][C:13]3[C:14]([C:19]4[CH:20]=[CH:21][CH:22]=[CH:23][CH:24]=4)=[N:15][O:16][C:17]=3[CH3:18])=[CH:7][N:6]=2)=[O:4])[CH2:27][CH2:28]1, predict the reactants needed to synthesize it. The reactants are: CO[C:3]([C:5]1[CH:10]=[N:9][C:8]([NH:11][CH2:12][C:13]2[C:14]([C:19]3[CH:24]=[CH:23][CH:22]=[CH:21][CH:20]=3)=[N:15][O:16][C:17]=2[CH3:18])=[CH:7][N:6]=1)=[O:4].[NH2:25][CH:26]1[CH2:31][CH2:30][O:29][CH2:28][CH2:27]1. (2) The reactants are: [C:1]([O:5][C:6]([NH:8][C:9]1[S:10][CH:11]=[C:12]([C:14](=[O:18])[C:15]([OH:17])=O)[N:13]=1)=[O:7])([CH3:4])([CH3:3])[CH3:2].CN(C(ON1N=NC2C=CC=NC1=2)=[N+](C)C)C.F[P-](F)(F)(F)(F)F.CCN(C(C)C)C(C)C.[N:52]1([CH2:57][C@H:58]2[NH:61][C:60](=[O:62])[C@H:59]2[NH2:63])[CH:56]=[N:55][CH:54]=[N:53]1. Given the product [N:52]1([CH2:57][C@@H:58]2[C@H:59]([NH:63][C:15](=[O:17])[C:14]([C:12]3[N:13]=[C:9]([NH:8][C:6](=[O:7])[O:5][C:1]([CH3:2])([CH3:3])[CH3:4])[S:10][CH:11]=3)=[O:18])[C:60](=[O:62])[NH:61]2)[CH:56]=[N:55][CH:54]=[N:53]1, predict the reactants needed to synthesize it. (3) Given the product [F:13][C:14]1[CH:15]=[C:16]([C:46]2[CH:51]=[CH:50][CH:49]=[CH:48][C:47]=2[C:52]2[NH:3][C:4](=[O:7])[O:5][N:53]=2)[CH:17]=[CH:18][C:19]=1[CH2:20][C:21]1[C:26](=[O:27])[N:25]([C:28]2[CH:33]=[CH:32][C:31]([O:34][C:35]([CH3:41])([CH3:40])[C:36]([OH:39])([CH3:37])[CH3:38])=[CH:30][CH:29]=2)[C:24]([CH3:42])=[N:23][C:22]=1[CH2:43][CH2:44][CH3:45], predict the reactants needed to synthesize it. The reactants are: [Cl-].O[NH3+:3].[C:4](=[O:7])([O-])[OH:5].[Na+].CS(C)=O.[F:13][C:14]1[CH:15]=[C:16]([C:46]2[C:47]([C:52]#[N:53])=[CH:48][CH:49]=[CH:50][CH:51]=2)[CH:17]=[CH:18][C:19]=1[CH2:20][C:21]1[C:26](=[O:27])[N:25]([C:28]2[CH:33]=[CH:32][C:31]([O:34][C:35]([CH3:41])([CH3:40])[C:36]([OH:39])([CH3:38])[CH3:37])=[CH:30][CH:29]=2)[C:24]([CH3:42])=[N:23][C:22]=1[CH2:43][CH2:44][CH3:45]. (4) Given the product [CH:41]1([CH2:44][NH:1][C@:2]23[CH2:37][CH2:36][C@@H:35]([C:38]([CH3:40])=[CH2:39])[C@@H:3]2[C@@H:4]2[C@@:17]([CH3:20])([CH2:18][CH2:19]3)[C@@:16]3([CH3:21])[C@@H:7]([C@:8]4([CH3:34])[C@@H:13]([CH2:14][CH2:15]3)[C:12]([CH3:22])([CH3:23])[C:11]([C:24]3[CH:25]=[CH:26][C:57]([C:56]([OH:55])=[O:58])=[CH:32][CH:33]=3)=[CH:10][CH2:9]4)[CH2:6][CH2:5]2)[CH2:43][CH2:42]1, predict the reactants needed to synthesize it. The reactants are: [NH2:1][C@:2]12[CH2:37][CH2:36][C@@H:35]([C:38]([CH3:40])=[CH2:39])[C@@H:3]1[C@@H:4]1[C@@:17]([CH3:20])([CH2:18][CH2:19]2)[C@@:16]2([CH3:21])[C@@H:7]([C@:8]3([CH3:34])[C@@H:13]([CH2:14][CH2:15]2)[C:12]([CH3:23])([CH3:22])[C:11]([C:24]2[CH:33]=[CH:32]C(C(OC)=O)=[CH:26][CH:25]=2)=[CH:10][CH2:9]3)[CH2:6][CH2:5]1.[CH:41]1([CH:44]=O)[CH2:43][CH2:42]1.[C:56]([O:55][BH-]([O:55][C:56](=[O:58])[CH3:57])[O:55][C:56](=[O:58])[CH3:57])(=[O:58])[CH3:57].[Na+]. (5) Given the product [Cl:1][C:2]1[CH:3]=[CH:4][C:5]([C:8]2[S:9][CH:10]=[C:11]([C:13]([CH3:17])([CH3:16])[CH2:14][NH:15][C:28](=[O:29])[C:27]3[CH:31]=[CH:32][CH:33]=[C:25]([C:22]4[N:21]=[C:20]([C:19]([F:35])([F:34])[F:18])[O:24][N:23]=4)[CH:26]=3)[N:12]=2)=[CH:6][CH:7]=1, predict the reactants needed to synthesize it. The reactants are: [Cl:1][C:2]1[CH:7]=[CH:6][C:5]([C:8]2[S:9][CH:10]=[C:11]([C:13]([CH3:17])([CH3:16])[CH2:14][NH2:15])[N:12]=2)=[CH:4][CH:3]=1.[F:18][C:19]([F:35])([F:34])[C:20]1[O:24][N:23]=[C:22]([C:25]2[CH:26]=[C:27]([CH:31]=[CH:32][CH:33]=2)[C:28](O)=[O:29])[N:21]=1. (6) Given the product [C:2]([O:4][CH:5]1[C:14]2[C:15]3([CH3:30])[C:16]([C:17](=[CH:18][N:41]4[CH2:40][CH2:39][CH:42]4[C:43]([OH:45])=[O:44])[C:23](=[O:24])[O:25][CH:26]3[CH2:27][O:28][CH3:29])=[C:20]([OH:19])[C:21](=[O:22])[C:13]=2[CH:8]2[C:7]([CH3:31])([CH:11]([OH:12])[CH2:10][CH2:9]2)[CH2:6]1)(=[O:3])[CH3:1], predict the reactants needed to synthesize it. The reactants are: [CH3:1][C:2]([O:4][C@H:5]1[C:14]2[C@@:15]3([CH3:30])[C@@H:26]([CH2:27][O:28][CH3:29])[O:25][C:23](=[O:24])[C:17]4=[CH:18][O:19][C:20]([C:21](=[O:22])[C:13]=2[C@@H:8]2[CH2:9][CH2:10][C@H:11]([OH:12])[C@@:7]2([CH3:31])[CH2:6]1)=[C:16]34)=[O:3].C(N(CC)CC)C.[CH2:39]1[C@@H:42]([C:43]([OH:45])=[O:44])[NH:41][CH2:40]1. (7) Given the product [F:35][C:36]1[CH:41]=[CH:40][C:39]([CH:42]2[CH2:43][CH2:44][N:45]([C:24]([NH:17][C:12]3[CH:11]=[CH:10][C:9]4[CH:8]=[C:7]([CH2:6][N:1]5[CH2:5][CH2:4][CH2:3][CH2:2][CH2:19]5)[CH2:16][CH2:15][C:14]=4[CH:13]=3)=[O:25])[CH2:46][CH2:47]2)=[CH:38][CH:37]=1, predict the reactants needed to synthesize it. The reactants are: [N:1]1([CH2:6][C:7]2[CH2:16][CH2:15][C:14]3[CH:13]=[C:12]([NH2:17])[CH:11]=[CH:10][C:9]=3[CH:8]=2)[CH2:5][CH2:4][CH2:3][CH2:2]1.N1C=CC=C[CH:19]=1.[C:24](Cl)(=O)[O:25]C1C=CC=CC=1.Cl.[F:35][C:36]1[CH:41]=[CH:40][C:39]([CH:42]2[CH2:47][CH2:46][NH:45][CH2:44][CH2:43]2)=[CH:38][CH:37]=1.[OH-].[Na+].